This data is from Full USPTO retrosynthesis dataset with 1.9M reactions from patents (1976-2016). The task is: Predict the reactants needed to synthesize the given product. (1) Given the product [CH3:35][O:36][C:37]1[CH:38]=[C:39]([CH:42]=[CH:43][C:44]=1[O:45][CH3:46])[CH2:40][NH:41][C:16]([C@@H:9]1[CH2:10][C:11](=[N:13][O:14][CH3:15])[CH2:12][N:8]1[C:6](=[O:7])[CH:25]([C:19]1[CH:20]=[CH:21][CH:22]=[CH:23][CH:24]=1)[C:29]1[CH:30]=[CH:31][CH:32]=[CH:33][CH:34]=1)=[O:18], predict the reactants needed to synthesize it. The reactants are: C(O[C:6]([N:8]1[CH2:12][C:11](=[N:13][O:14][CH3:15])[CH2:10][C@H:9]1[C:16]([OH:18])=O)=[O:7])(C)(C)C.[C:19]1([CH:25]([C:29]2[CH:34]=[CH:33][CH:32]=[CH:31][CH:30]=2)C(Cl)=O)[CH:24]=[CH:23][CH:22]=[CH:21][CH:20]=1.[CH3:35][O:36][C:37]1[CH:38]=[C:39]([CH:42]=[CH:43][C:44]=1[O:45][CH3:46])[CH2:40][NH2:41]. (2) Given the product [Br:3][C:4]1[CH:19]=[C:18]([CH:17]=[CH:16][C:5]=1[O:6][CH2:7][CH2:8][O:9][CH:10]1[CH2:15][CH2:14][CH2:13][CH2:12][O:11]1)[NH2:20], predict the reactants needed to synthesize it. The reactants are: [Cl-].[NH4+].[Br:3][C:4]1[CH:19]=[C:18]([N+:20]([O-])=O)[CH:17]=[CH:16][C:5]=1[O:6][CH2:7][CH2:8][O:9][CH:10]1[CH2:15][CH2:14][CH2:13][CH2:12][O:11]1.